This data is from Full USPTO retrosynthesis dataset with 1.9M reactions from patents (1976-2016). The task is: Predict the reactants needed to synthesize the given product. Given the product [CH3:9][S:8][C:5]1[CH:6]=[CH:7][C:2]([C:17](=[O:19])[CH3:18])=[N:3][CH:4]=1, predict the reactants needed to synthesize it. The reactants are: Br[C:2]1[CH:7]=[CH:6][C:5]([S:8][CH3:9])=[CH:4][N:3]=1.C(N(CC)CC)C.[CH2:17]([O:19]C([Sn](CCCC)(CCCC)CCCC)=C)[CH3:18].